This data is from Forward reaction prediction with 1.9M reactions from USPTO patents (1976-2016). The task is: Predict the product of the given reaction. (1) Given the reactants [CH3:1][C:2]1[CH:3]=[C:4]([NH:11][NH2:12])[CH:5]=[CH:6][C:7]=1[N+:8]([O-:10])=[O:9].[C:13](OC)(=[O:18])[CH2:14][C:15]([CH3:17])=O, predict the reaction product. The product is: [CH3:17][C:15]1[NH:12][N:11]([C:4]2[CH:5]=[CH:6][C:7]([N+:8]([O-:10])=[O:9])=[C:2]([CH3:1])[CH:3]=2)[C:13](=[O:18])[CH:14]=1. (2) Given the reactants [F:8][C:7]([F:10])([F:9])[C:6](O[C:6](=[O:11])[C:7]([F:10])([F:9])[F:8])=[O:11].[NH2:14][C:15]1[C:24]([C:25]([OH:27])=[O:26])=[C:23]2[C:18]([CH:19]3[CH2:28][CH:20]3[CH2:21][O:22]2)=[CH:17][CH:16]=1.C(N(CC)CC)C.O, predict the reaction product. The product is: [F:10][C:7]([F:8])([F:9])[C:6]([NH:14][C:15]1[C:24]([C:25]([OH:27])=[O:26])=[C:23]2[C:18]([CH:19]3[CH2:28][CH:20]3[CH2:21][O:22]2)=[CH:17][CH:16]=1)=[O:11]. (3) Given the reactants [Cl:1][C:2]1[CH:7]=[CH:6][C:5]([N:8]2[CH2:13][CH2:12][O:11][CH2:10][CH2:9]2)=[C:4]([CH2:14][N:15]2[CH2:20][CH2:19][NH:18][CH2:17][CH2:16]2)[CH:3]=1.[C:21](=O)([O:30]N1C(=O)CCC1=O)[O:22][N:23]1[C:27](=[O:28])[CH2:26][CH2:25][C:24]1=[O:29].ClCCl.C(N(CC)C(C)C)(C)C, predict the reaction product. The product is: [Cl:1][C:2]1[CH:7]=[CH:6][C:5]([N:8]2[CH2:13][CH2:12][O:11][CH2:10][CH2:9]2)=[C:4]([CH2:14][N:15]2[CH2:16][CH2:17][N:18]([C:21]([O:22][N:23]3[C:27](=[O:28])[CH2:26][CH2:25][C:24]3=[O:29])=[O:30])[CH2:19][CH2:20]2)[CH:3]=1. (4) Given the reactants [NH2:1][C:2]1[CH:3]=[CH:4][C:5]([Cl:9])=[C:6]([OH:8])[CH:7]=1.[C:10]1(P([C:10]2[CH:15]=[CH:14][CH:13]=[CH:12][CH:11]=2)[C:10]2[CH:15]=[CH:14][CH:13]=[CH:12][CH:11]=2)[CH:15]=[CH:14][CH:13]=[CH:12][CH:11]=1.CCOC(/[N:34]=N/C(OCC)=O)=O, predict the reaction product. The product is: [Cl:9][C:5]1[CH:4]=[CH:3][C:2]([NH2:1])=[CH:7][C:6]=1[O:8][CH2:10][C:11]1[CH:12]=[CH:13][CH:14]=[CH:15][N:34]=1. (5) Given the reactants Br[C:2]1[C:3]([O:9][CH2:10][C@H:11]2[CH2:13][C@@H:12]2[C:14]2[CH:19]=[CH:18][C:17]([CH3:20])=[CH:16][N:15]=2)=[N:4][C:5]([CH3:8])=[N:6][CH:7]=1.[F:21][C:22]([F:33])([F:32])[C:23]1[CH:24]=[C:25](B(O)O)[CH:26]=[CH:27][CH:28]=1.P([O-])([O-])([O-])=O.[K+].[K+].[K+].COC1C=CC=C(OC)C=1C1C=CC=CC=1P(C1CCCCC1)C1CCCCC1, predict the reaction product. The product is: [CH3:8][C:5]1[N:4]=[C:3]([O:9][CH2:10][C@H:11]2[CH2:13][C@@H:12]2[C:14]2[CH:19]=[CH:18][C:17]([CH3:20])=[CH:16][N:15]=2)[C:2]([C:27]2[CH:26]=[CH:25][CH:24]=[C:23]([C:22]([F:33])([F:32])[F:21])[CH:28]=2)=[CH:7][N:6]=1. (6) Given the reactants C([O:3][C:4](=[O:43])[CH:5](C)[CH2:6][NH:7][C:8](=[O:41])[C:9]1[CH:14]=[CH:13][C:12]([O:15][CH:16]([C:24]2[CH:29]=[CH:28][C:27]([C:30]3[CH:35]=[CH:34][C:33]([C:36]([F:39])([F:38])[F:37])=[CH:32][CH:31]=3)=[CH:26][CH:25]=2)[CH2:17][CH:18]2[CH2:23][CH2:22][CH2:21][CH2:20][CH2:19]2)=[C:11](C)[CH:10]=1)C.[Li+].[OH-:45].Cl, predict the reaction product. The product is: [CH:18]1([CH2:17][CH:16]([C:24]2[CH:25]=[CH:26][C:27]([C:30]3[CH:35]=[CH:34][C:33]([C:36]([F:38])([F:37])[F:39])=[CH:32][CH:31]=3)=[CH:28][CH:29]=2)[O:15][C:12]2[CH:13]=[CH:14][C:9]([C:8]([NH:7][CH2:6][CH:5]([OH:45])[C:4]([OH:3])=[O:43])=[O:41])=[CH:10][CH:11]=2)[CH2:23][CH2:22][CH2:21][CH2:20][CH2:19]1. (7) Given the reactants [F:1][C:2]1[CH:9]=[CH:8][C:5]([CH2:6]Br)=[CH:4][CH:3]=1.[CH2:10]([O:12][C:13](=[O:34])[C:14]1[CH:19]=[C:18]([N:20]2[C:24]([CH3:25])=[CH:23][CH:22]=[C:21]2[C:26]2[CH:31]=[C:30]([Cl:32])[CH:29]=[CH:28][C:27]=2[OH:33])[CH:17]=[N:16][CH:15]=1)[CH3:11].C([O-])([O-])=O.[K+].[K+], predict the reaction product. The product is: [CH2:10]([O:12][C:13](=[O:34])[C:14]1[CH:19]=[C:18]([N:20]2[C:24]([CH3:25])=[CH:23][CH:22]=[C:21]2[C:26]2[CH:31]=[C:30]([Cl:32])[CH:29]=[CH:28][C:27]=2[O:33][CH2:6][C:5]2[CH:8]=[CH:9][C:2]([F:1])=[CH:3][CH:4]=2)[CH:17]=[N:16][CH:15]=1)[CH3:11]. (8) The product is: [Br:1][C:2]1[N:6]2[CH2:7][C:8]3([C:10]4[CH:11]=[CH:12][C:13]([O:16][CH3:17])=[CH:14][CH:15]=4)[NH:25][CH2:22][CH2:23][N:24]3[C:18](=[O:20])[C:5]2=[CH:4][CH:3]=1. Given the reactants [Br:1][C:2]1[N:6]([CH2:7][C:8]([C:10]2[CH:15]=[CH:14][C:13]([O:16][CH3:17])=[CH:12][CH:11]=2)=O)[C:5]([C:18]([O:20]C)=O)=[CH:4][CH:3]=1.[CH2:22]([NH2:25])[CH2:23][NH2:24], predict the reaction product.